Dataset: Reaction yield outcomes from USPTO patents with 853,638 reactions. Task: Predict the reaction yield, written as a fraction of the theoretical maximum amount of product (1.0 means a 100% yield; for example, 0.34 means a 34% yield). The reactants are C(OC([N:8]1[CH2:14][CH2:13][CH2:12][N:11]([C:15]2[N:16]([C:26]3[CH:31]=[CH:30][CH:29]=[CH:28][CH:27]=3)[C:17]3[C:22]([C:23]=2[CH:24]=[O:25])=[CH:21][CH:20]=[CH:19][CH:18]=3)[CH2:10][CH2:9]1)=O)(C)(C)C.FC(F)(F)C(O)=O. The catalyst is ClCCl. The product is [N:11]1([C:15]2[N:16]([C:26]3[CH:31]=[CH:30][CH:29]=[CH:28][CH:27]=3)[C:17]3[C:22]([C:23]=2[CH:24]=[O:25])=[CH:21][CH:20]=[CH:19][CH:18]=3)[CH2:12][CH2:13][CH2:14][NH:8][CH2:9][CH2:10]1. The yield is 0.860.